This data is from Forward reaction prediction with 1.9M reactions from USPTO patents (1976-2016). The task is: Predict the product of the given reaction. Given the reactants Br[C:2]1[CH:11]=[CH:10][CH:9]=[C:8]2[C:3]=1[CH:4]=[CH:5][C:6](Cl)=[N:7]2.[CH3:13][C:14]1[O:18][C:17]([CH2:19][NH2:20])=[CH:16][CH:15]=1.[CH3:21][O:22][CH2:23][CH2:24][NH2:25], predict the reaction product. The product is: [CH3:21][O:22][CH2:23][CH2:24][NH:25][C:2]1[C:3]2[CH:4]=[CH:5][C:6]([NH:20][CH2:19][C:17]3[O:18][C:14]([CH3:13])=[CH:15][CH:16]=3)=[N:7][C:8]=2[CH:9]=[CH:10][CH:11]=1.